From a dataset of Catalyst prediction with 721,799 reactions and 888 catalyst types from USPTO. Predict which catalyst facilitates the given reaction. (1) Reactant: Br[C:2]1[CH:3]=[C:4]([C:8]2[NH:12][N:11]=[N:10][N:9]=2)[CH:5]=[CH:6][CH:7]=1.[CH3:13][O:14][C:15]1[CH:20]=[CH:19][CH:18]=[CH:17][C:16]=1B(O)O.C(=O)([O-])[O-].[Na+].[Na+]. Product: [CH3:13][O:14][C:15]1[CH:20]=[CH:19][CH:18]=[CH:17][C:16]=1[C:2]1[CH:7]=[CH:6][CH:5]=[C:4]([C:8]2[NH:12][N:11]=[N:10][N:9]=2)[CH:3]=1. The catalyst class is: 77. (2) Reactant: [CH3:1][O:2][C:3]1[CH:4]=[C:5]2[C:10](=[CH:11][C:12]=1[O:13][CH3:14])[N:9]=[CH:8][CH:7]=[C:6]2[O:15][C:16]1[C:22]([CH3:23])=[CH:21][C:19]([NH2:20])=[C:18]([CH3:24])[CH:17]=1.Cl[C:26](Cl)([O:28]C(=O)OC(Cl)(Cl)Cl)Cl.[C:37]1([CH:43]([OH:46])[CH2:44][CH3:45])[CH:42]=[CH:41][CH:40]=[CH:39][CH:38]=1.C(=O)(O)[O-].[Na+]. Product: [CH3:1][O:2][C:3]1[CH:4]=[C:5]2[C:10](=[CH:11][C:12]=1[O:13][CH3:14])[N:9]=[CH:8][CH:7]=[C:6]2[O:15][C:16]1[C:22]([CH3:23])=[CH:21][C:19]([NH:20][C:26](=[O:28])[O:46][CH:43]([C:37]2[CH:42]=[CH:41][CH:40]=[CH:39][CH:38]=2)[CH2:44][CH3:45])=[C:18]([CH3:24])[CH:17]=1. The catalyst class is: 208. (3) Reactant: [Br:1][C:2]1[CH:3]=[C:4]([C:8]2([CH2:12][C:13]([O:15]CC)=[O:14])[CH2:11][O:10][CH2:9]2)[CH:5]=[CH:6][CH:7]=1.[OH-].[Na+].Cl. Product: [Br:1][C:2]1[CH:3]=[C:4]([C:8]2([CH2:12][C:13]([OH:15])=[O:14])[CH2:11][O:10][CH2:9]2)[CH:5]=[CH:6][CH:7]=1. The catalyst class is: 5. (4) Reactant: [OH:1]O.[CH:3]1([C:6]2[N:10](C(=O)C)[N:9]=[C:8]([NH:14][C:15]3[C:20](B4OC(C)(C)C(C)(C)O4)=[CH:19][N:18]=[C:17]([C:30]4[CH:35]=[CH:34][CH:33]=[CH:32][CH:31]=4)[N:16]=3)[CH:7]=2)[CH2:5][CH2:4]1.O. Product: [CH:3]1([C:6]2[NH:10][N:9]=[C:8]([NH:14][C:15]3[C:20]([OH:1])=[CH:19][N:18]=[C:17]([C:30]4[CH:35]=[CH:34][CH:33]=[CH:32][CH:31]=4)[N:16]=3)[CH:7]=2)[CH2:5][CH2:4]1. The catalyst class is: 1.